This data is from Full USPTO retrosynthesis dataset with 1.9M reactions from patents (1976-2016). The task is: Predict the reactants needed to synthesize the given product. Given the product [C:20]([N:7]1[CH2:6][CH2:5][C:4]2[C:9](=[CH:10][CH:11]=[CH:12][C:3]=2[O:2][CH3:1])[CH2:8]1)(=[O:22])[CH3:21], predict the reactants needed to synthesize it. The reactants are: [CH3:1][O:2][C:3]1[CH:12]=[CH:11][CH:10]=[C:9]2[C:4]=1[CH2:5][CH2:6][NH:7][CH2:8]2.C(N(CC)CC)C.[C:20](Cl)(=[O:22])[CH3:21].